The task is: Predict the reaction yield, written as a fraction of the theoretical maximum amount of product (1.0 means a 100% yield; for example, 0.34 means a 34% yield).. This data is from Reaction yield outcomes from USPTO patents with 853,638 reactions. (1) The reactants are [CH2:1]([O:3][C:4](=[O:16])/[CH:5]=[CH:6]/[C:7]1[CH:12]=[CH:11][N:10]=[C:9]([CH:13]2[CH2:15][CH2:14]2)[CH:8]=1)[CH3:2].[O-]S(C(F)(F)F)(=O)=O.[CH2:25]([S+]1CCCC1)[C:26]1[CH:31]=[CH:30][CH:29]=[CH:28][CH:27]=1. No catalyst specified. The product is [CH:13]1([C:9]2[CH:8]=[C:7]([C@@H:6]3[C@@H:25]([C:26]4[CH:31]=[CH:30][CH:29]=[CH:28][CH:27]=4)[C@H:5]3[C:4]([O:3][CH2:1][CH3:2])=[O:16])[CH:12]=[CH:11][N:10]=2)[CH2:15][CH2:14]1. The yield is 0.790. (2) The reactants are Cl[C:2]1[CH:7]=[C:6]([C:8]2([F:12])[CH2:11][O:10][CH2:9]2)[CH:5]=[CH:4][N:3]=1.[CH3:13][C:14]1([CH3:30])[C:18]([CH3:20])([CH3:19])[O:17][B:16]([C:21]2[CH:29]=[CH:28][C:24]([C:25]([NH2:27])=[O:26])=[CH:23][CH:22]=2)[O:15]1. The catalyst is O1CCOCC1. The product is [F:12][C:8]1([C:6]2[CH:5]=[CH:4][N:3]=[C:2]([NH:27][C:25](=[O:26])[C:24]3[CH:23]=[CH:22][C:21]([B:16]4[O:15][C:14]([CH3:13])([CH3:30])[C:18]([CH3:20])([CH3:19])[O:17]4)=[CH:29][CH:28]=3)[CH:7]=2)[CH2:11][O:10][CH2:9]1. The yield is 0.270. (3) The reactants are [CH3:1][O:2][C:3]1[CH:8]=[CH:7][CH:6]=[CH:5][C:4]=1[S:9]([N:12]([CH3:31])[C:13]1[CH:14]=[CH:15][CH:16]=[C:17]2[C:21]=1[NH:20][C:19]([C:22]1[S:23][CH:24]([CH2:27][C:28]([OH:30])=O)[CH2:25][N:26]=1)=[CH:18]2)(=[O:11])=[O:10].[OH:32][CH:33]1[CH2:38][CH2:37][NH:36][CH2:35][CH2:34]1.N1(O)C2C=CC=CC=2N=N1.Cl.CN(C)CCCN=C=NCC. The catalyst is C(OCC)(=O)C.CN(C)C=O. The product is [OH:32][CH:33]1[CH2:38][CH2:37][N:36]([C:28](=[O:30])[CH2:27][CH:24]2[S:23][C:22]([C:19]3[NH:20][C:21]4[C:17]([CH:18]=3)=[CH:16][CH:15]=[CH:14][C:13]=4[N:12]([CH3:31])[S:9]([C:4]3[CH:5]=[CH:6][CH:7]=[CH:8][C:3]=3[O:2][CH3:1])(=[O:11])=[O:10])=[N:26][CH2:25]2)[CH2:35][CH2:34]1. The yield is 0.740. (4) The reactants are S(=O)(=O)(O)O.[Cl:6][C:7]1[N:8]=[N:9][C:10]([Cl:13])=[CH:11][CH:12]=1.[CH3:14][C:15](C)([CH3:19])[C:16](O)=O.S(OOS([O-])(=O)=O)([O-])(=O)=O.[NH4+].[NH4+].N. The catalyst is O.[N+]([O-])([O-])=O.[Ag+]. The product is [Cl:6][C:7]1[N:8]=[N:9][C:10]([Cl:13])=[CH:11][C:12]=1[C:15]([CH3:19])([CH3:16])[CH3:14]. The yield is 0.530. (5) The reactants are [CH3:1][N:2]=[C:3]=[S:4].[CH3:5][C:6]1[CH:7]=[C:8]([C:12]2[O:16][N:15]=[C:14]([C@H:17]3[CH2:22][C@@H:21]4[C@@H:19]([CH2:20]4)[NH:18]3)[CH:13]=2)[CH:9]=[CH:10][CH:11]=1. The catalyst is ClCCl. The product is [CH3:1][NH:2][C:3]([N:18]1[C@@H:17]([C:14]2[CH:13]=[C:12]([C:8]3[CH:9]=[CH:10][CH:11]=[C:6]([CH3:5])[CH:7]=3)[O:16][N:15]=2)[CH2:22][C@@H:21]2[C@H:19]1[CH2:20]2)=[S:4]. The yield is 0.950. (6) The reactants are [F:1][C:2]1[C:7]([CH3:8])=[CH:6][C:5]([N+:9]([O-:11])=[O:10])=[CH:4][N:3]=1.C1C(=O)N([Br:19])C(=O)C1. The catalyst is C(Cl)Cl. The product is [Br:19][CH2:8][C:7]1[C:2]([F:1])=[N:3][CH:4]=[C:5]([N+:9]([O-:11])=[O:10])[CH:6]=1. The yield is 1.50.